Dataset: Full USPTO retrosynthesis dataset with 1.9M reactions from patents (1976-2016). Task: Predict the reactants needed to synthesize the given product. (1) Given the product [Cl:1][CH2:2][C:3]1[CH:4]=[C:5]([CH:9]=[CH:10][CH:11]=1)[C:6]([NH:25][CH:23]1[CH2:24][C:21]([F:26])([F:20])[CH2:22]1)=[O:7], predict the reactants needed to synthesize it. The reactants are: [Cl:1][CH2:2][C:3]1[CH:4]=[C:5]([CH:9]=[CH:10][CH:11]=1)[C:6](Cl)=[O:7].C(N(CC)CC)C.Cl.[F:20][C:21]1([F:26])[CH2:24][CH:23]([NH2:25])[CH2:22]1. (2) Given the product [CH:1]1([CH2:7][N:8]2[C:16]3[C:11](=[CH:12][CH:13]=[CH:14][C:15]=3[O:17][CH3:18])[C:10]([CH:19]=[N:22][OH:23])=[CH:9]2)[CH2:6][CH2:5][CH2:4][CH2:3][CH2:2]1, predict the reactants needed to synthesize it. The reactants are: [CH:1]1([CH2:7][N:8]2[C:16]3[C:11](=[CH:12][CH:13]=[CH:14][C:15]=3[O:17][CH3:18])[C:10]([CH:19]=O)=[CH:9]2)[CH2:6][CH2:5][CH2:4][CH2:3][CH2:2]1.Cl.[NH2:22][OH:23].C([O-])(=O)C.[Na+]. (3) Given the product [CH2:23]([N:11]1[CH:12]=[C:13]([C:15]2[CH:20]=[CH:19][C:18]([C:21]#[N:22])=[CH:17][CH:16]=2)[N:14]=[C:10]1/[CH:9]=[CH:8]/[C:5]1[CH:6]=[CH:7][C:2]([C:29]2[CH:30]=[CH:31][C:26]([OH:25])=[CH:27][CH:28]=2)=[CH:3][CH:4]=1)[CH3:24], predict the reactants needed to synthesize it. The reactants are: Br[C:2]1[CH:7]=[CH:6][C:5](/[CH:8]=[CH:9]/[C:10]2[N:11]([CH2:23][CH3:24])[CH:12]=[C:13]([C:15]3[CH:20]=[CH:19][C:18]([C:21]#[N:22])=[CH:17][CH:16]=3)[N:14]=2)=[CH:4][CH:3]=1.[OH:25][C:26]1[CH:31]=[CH:30][C:29](B(O)O)=[CH:28][CH:27]=1. (4) Given the product [F:14][C:15]1[CH:22]=[CH:21][CH:20]=[CH:19][C:16]=1[CH:17]=[CH:1][C:2]1[N:11]([CH3:12])[C:10](=[O:13])[C:9]2[C:4](=[CH:5][CH:6]=[CH:7][CH:8]=2)[N:3]=1, predict the reactants needed to synthesize it. The reactants are: [CH3:1][C:2]1[N:11]([CH3:12])[C:10](=[O:13])[C:9]2[C:4](=[CH:5][CH:6]=[CH:7][CH:8]=2)[N:3]=1.[F:14][C:15]1[CH:22]=[CH:21][CH:20]=[CH:19][C:16]=1[CH:17]=O. (5) Given the product [CH2:22]([O:29][N:30]1[C:36](=[O:37])[N:35]2[CH2:38][C@H:31]1[CH2:32][CH2:33][C@H:34]2[C:39]1[O:44][C:43]([C@H:45]2[CH2:49][CH2:48][C@@H:47]([NH:50][C:51](=[O:57])[O:52][C:19]([CH3:18])([CH3:14])[CH3:58])[CH2:46]2)=[N:42][N:41]=1)[C:23]1[CH:28]=[CH:27][CH:26]=[CH:25][CH:24]=1, predict the reactants needed to synthesize it. The reactants are: C1C=CC(P([C:14]2[CH:19]=[CH:18]C=CC=2)C2C=CC=CC=2)=CC=1.II.[CH2:22]([O:29][N:30]1[C:36](=[O:37])[N:35]2[CH2:38][C@H:31]1[CH2:32][CH2:33][C@H:34]2[C:39]([NH:41][NH:42][C:43]([C@H:45]1[CH2:49][CH2:48][C@@H:47]([NH:50][C:51](=[O:57])[O:52]CCCC)[CH2:46]1)=[O:44])=O)[C:23]1[CH:28]=[CH:27][CH:26]=[CH:25][CH:24]=1.[CH2:58](Cl)Cl. (6) Given the product [Cl:20][C:21]([Cl:25])=[CH:22][CH2:23][C:9]([CH2:8][C:7]1[CH:6]=[CH:5][C:4]([O:3][C:2]([F:16])([F:17])[F:1])=[CH:15][CH:14]=1)([C:12]#[N:13])[C:10]#[N:11], predict the reactants needed to synthesize it. The reactants are: [F:1][C:2]([F:17])([F:16])[O:3][C:4]1[CH:15]=[CH:14][C:7]([CH2:8][CH:9]([C:12]#[N:13])[C:10]#[N:11])=[CH:6][CH:5]=1.[H-].[Na+].[Cl:20][C:21]([Cl:25])=[CH:22][CH2:23]Cl. (7) Given the product [F:8][C:9]1[CH:32]=[C:31]([F:33])[CH:30]=[CH:29][C:10]=1[CH2:11][N:12]1[C:20]2[CH2:19][CH:18]([CH3:21])[N:17]([C:3](=[O:4])[CH3:2])[CH2:16][C:15]=2[C:14]([C:22]2[CH:23]=[CH:24][C:25]([F:28])=[CH:26][CH:27]=2)=[N:13]1, predict the reactants needed to synthesize it. The reactants are: F[C:2](F)(F)[C:3](O)=[O:4].[F:8][C:9]1[CH:32]=[C:31]([F:33])[CH:30]=[CH:29][C:10]=1[CH2:11][N:12]1[C:20]2[CH2:19][CH:18]([CH3:21])[NH:17][CH2:16][C:15]=2[C:14]([C:22]2[CH:27]=[CH:26][C:25]([F:28])=[CH:24][CH:23]=2)=[N:13]1.C(OC(=O)C)(=O)C.N1C=CC=CC=1. (8) Given the product [Br:1][C:2]1[C:3]2[N:4]([N:8]=[C:9]([N:11]([C:12]([O:14][C:15]([CH3:18])([CH3:17])[CH3:16])=[O:13])[C:12]([O:14][C:15]([CH3:18])([CH3:17])[CH3:16])=[O:13])[N:10]=2)[CH:5]=[CH:6][CH:7]=1, predict the reactants needed to synthesize it. The reactants are: [Br:1][C:2]1[C:3]2[N:4]([N:8]=[C:9]([NH2:11])[N:10]=2)[CH:5]=[CH:6][CH:7]=1.[C:12](O[C:12]([O:14][C:15]([CH3:18])([CH3:17])[CH3:16])=[O:13])([O:14][C:15]([CH3:18])([CH3:17])[CH3:16])=[O:13]. (9) The reactants are: [N:1]1[C:8]([Cl:9])=[N:7][C:5](Cl)=[N:4][C:2]=1[Cl:3].[NH:10]1[CH2:15][CH2:14][O:13][CH2:12][CH2:11]1. Given the product [Cl:9][C:8]1[N:1]=[C:2]([Cl:3])[N:4]=[C:5]([N:10]2[CH2:15][CH2:14][O:13][CH2:12][CH2:11]2)[N:7]=1, predict the reactants needed to synthesize it. (10) Given the product [OH:18][C:17]1[N:19]=[C:5]([C:7]2[CH:12]=[CH:11][CH:10]=[CH:9][CH:8]=2)[CH:4]=[C:3]([C:2]([F:15])([F:14])[F:1])[N:16]=1, predict the reactants needed to synthesize it. The reactants are: [F:1][C:2]([F:15])([F:14])[C:3](=O)[CH2:4][C:5]([C:7]1[CH:12]=[CH:11][CH:10]=[CH:9][CH:8]=1)=O.[NH2:16][C:17]([NH2:19])=[O:18].Cl.